From a dataset of NCI-60 drug combinations with 297,098 pairs across 59 cell lines. Regression. Given two drug SMILES strings and cell line genomic features, predict the synergy score measuring deviation from expected non-interaction effect. (1) Drug 1: CN(C)N=NC1=C(NC=N1)C(=O)N. Drug 2: CCN(CC)CCNC(=O)C1=C(NC(=C1C)C=C2C3=C(C=CC(=C3)F)NC2=O)C. Cell line: NCI-H322M. Synergy scores: CSS=-5.41, Synergy_ZIP=2.18, Synergy_Bliss=1.83, Synergy_Loewe=-1.33, Synergy_HSA=-1.32. (2) Drug 1: CC(C1=C(C=CC(=C1Cl)F)Cl)OC2=C(N=CC(=C2)C3=CN(N=C3)C4CCNCC4)N. Drug 2: CC(C)NC(=O)C1=CC=C(C=C1)CNNC.Cl. Cell line: MALME-3M. Synergy scores: CSS=-4.35, Synergy_ZIP=2.63, Synergy_Bliss=0.677, Synergy_Loewe=-12.2, Synergy_HSA=-6.96. (3) Drug 1: C1C(C(OC1N2C=NC3=C(N=C(N=C32)Cl)N)CO)O. Drug 2: C1=NC2=C(N=C(N=C2N1C3C(C(C(O3)CO)O)F)Cl)N. Cell line: UACC-257. Synergy scores: CSS=5.07, Synergy_ZIP=-2.83, Synergy_Bliss=-0.423, Synergy_Loewe=-1.58, Synergy_HSA=-1.39. (4) Drug 1: C1CN1C2=NC(=NC(=N2)N3CC3)N4CC4. Drug 2: CCC1(C2=C(COC1=O)C(=O)N3CC4=CC5=C(C=CC(=C5CN(C)C)O)N=C4C3=C2)O.Cl. Cell line: NCI-H226. Synergy scores: CSS=27.3, Synergy_ZIP=-7.89, Synergy_Bliss=-2.67, Synergy_Loewe=-14.5, Synergy_HSA=-0.245. (5) Drug 1: C1=NC(=NC(=O)N1C2C(C(C(O2)CO)O)O)N. Drug 2: CC1CCC2CC(C(=CC=CC=CC(CC(C(=O)C(C(C(=CC(C(=O)CC(OC(=O)C3CCCCN3C(=O)C(=O)C1(O2)O)C(C)CC4CCC(C(C4)OC)OCCO)C)C)O)OC)C)C)C)OC. Cell line: MDA-MB-435. Synergy scores: CSS=13.9, Synergy_ZIP=-7.77, Synergy_Bliss=-4.72, Synergy_Loewe=-7.41, Synergy_HSA=-5.97. (6) Drug 1: CN1CCC(CC1)COC2=C(C=C3C(=C2)N=CN=C3NC4=C(C=C(C=C4)Br)F)OC. Drug 2: CC12CCC3C(C1CCC2=O)CC(=C)C4=CC(=O)C=CC34C. Cell line: OVCAR-5. Synergy scores: CSS=50.6, Synergy_ZIP=-1.44, Synergy_Bliss=-1.01, Synergy_Loewe=0.0987, Synergy_HSA=1.15.